This data is from NCI-60 drug combinations with 297,098 pairs across 59 cell lines. The task is: Regression. Given two drug SMILES strings and cell line genomic features, predict the synergy score measuring deviation from expected non-interaction effect. (1) Drug 1: CC1=C(C=C(C=C1)C(=O)NC2=CC(=CC(=C2)C(F)(F)F)N3C=C(N=C3)C)NC4=NC=CC(=N4)C5=CN=CC=C5. Drug 2: C(CCl)NC(=O)N(CCCl)N=O. Cell line: NCI-H460. Synergy scores: CSS=3.73, Synergy_ZIP=3.89, Synergy_Bliss=-0.482, Synergy_Loewe=-0.428, Synergy_HSA=-0.0566. (2) Drug 1: CC(CN1CC(=O)NC(=O)C1)N2CC(=O)NC(=O)C2. Drug 2: CC1=C(C=C(C=C1)C(=O)NC2=CC(=CC(=C2)C(F)(F)F)N3C=C(N=C3)C)NC4=NC=CC(=N4)C5=CN=CC=C5. Cell line: 786-0. Synergy scores: CSS=-0.549, Synergy_ZIP=-4.49, Synergy_Bliss=-6.50, Synergy_Loewe=-7.54, Synergy_HSA=-7.66. (3) Drug 1: C1=CC=C(C=C1)NC(=O)CCCCCCC(=O)NO. Drug 2: C1C(C(OC1N2C=NC(=NC2=O)N)CO)O. Cell line: SF-295. Synergy scores: CSS=11.0, Synergy_ZIP=-1.15, Synergy_Bliss=3.62, Synergy_Loewe=-0.404, Synergy_HSA=0.370. (4) Drug 1: CC1=C2C(C(=O)C3(C(CC4C(C3C(C(C2(C)C)(CC1OC(=O)C(C(C5=CC=CC=C5)NC(=O)OC(C)(C)C)O)O)OC(=O)C6=CC=CC=C6)(CO4)OC(=O)C)OC)C)OC. Drug 2: COC1=C(C=C2C(=C1)N=CN=C2NC3=CC(=C(C=C3)F)Cl)OCCCN4CCOCC4. Cell line: NCI-H226. Synergy scores: CSS=53.2, Synergy_ZIP=2.16, Synergy_Bliss=3.49, Synergy_Loewe=6.72, Synergy_HSA=8.87. (5) Drug 1: C1C(C(OC1N2C=C(C(=O)NC2=O)F)CO)O. Drug 2: C1=NC2=C(N1)C(=S)N=CN2. Cell line: T-47D. Synergy scores: CSS=8.34, Synergy_ZIP=-1.72, Synergy_Bliss=-4.25, Synergy_Loewe=-8.94, Synergy_HSA=-8.00. (6) Drug 1: CCN(CC)CCCC(C)NC1=C2C=C(C=CC2=NC3=C1C=CC(=C3)Cl)OC. Drug 2: COCCOC1=C(C=C2C(=C1)C(=NC=N2)NC3=CC=CC(=C3)C#C)OCCOC.Cl. Cell line: UO-31. Synergy scores: CSS=8.88, Synergy_ZIP=5.75, Synergy_Bliss=8.33, Synergy_Loewe=-2.50, Synergy_HSA=2.78.